From a dataset of Full USPTO retrosynthesis dataset with 1.9M reactions from patents (1976-2016). Predict the reactants needed to synthesize the given product. (1) Given the product [N+:8]([C:3]1[CH:4]=[CH:5][CH:6]=[CH:7][C:2]=1[NH:20][CH:21]1[CH2:22][CH2:23][N:24]([C:27]([O:29][C:30]([CH3:33])([CH3:32])[CH3:31])=[O:28])[CH2:25][CH2:26]1)([O-:10])=[O:9], predict the reactants needed to synthesize it. The reactants are: F[C:2]1[CH:7]=[CH:6][CH:5]=[CH:4][C:3]=1[N+:8]([O-:10])=[O:9].CCN(C(C)C)C(C)C.[NH2:20][CH:21]1[CH2:26][CH2:25][N:24]([C:27]([O:29][C:30]([CH3:33])([CH3:32])[CH3:31])=[O:28])[CH2:23][CH2:22]1. (2) Given the product [F:69][C:32]([F:31])([F:68])[C:33]1[CH:34]=[C:35]([NH:39][C:40](=[O:67])[NH:41][C:42]2[CH:43]=[CH:44][C:45]([C:48]3[S:52][C:51]([C:53]45[CH2:60][CH:59]6[CH2:58][CH:57]([CH2:56][C:55]([C:63]([OH:65])=[O:64])([CH2:61]6)[CH2:54]4)[CH2:62]5)=[N:50][CH:49]=3)=[CH:46][CH:47]=2)[CH:36]=[CH:37][CH:38]=1, predict the reactants needed to synthesize it. The reactants are: FC(F)(F)C1C=C(NC(=O)NC2C=CC(C3SC(CCC(O)=O)=NC=3)=CC=2)C=CC=1.[F:31][C:32]([F:69])([F:68])[C:33]1[CH:34]=[C:35]([NH:39][C:40](=[O:67])[NH:41][C:42]2[CH:47]=[CH:46][C:45]([C:48]3[S:52][C:51]([C:53]45[CH2:62][CH:57]6[CH2:58][CH:59]([CH2:61][C:55]([C:63]([O:65]C)=[O:64])([CH2:56]6)[CH2:54]4)[CH2:60]5)=[N:50][CH:49]=3)=[CH:44][CH:43]=2)[CH:36]=[CH:37][CH:38]=1. (3) Given the product [N:1]1[CH:6]=[CH:5][C:4]([C:7]2[N:8]=[C:9]([NH:51][C@@H:48]3[CH2:49][CH2:50][NH:46][CH2:47]3)[C:10]3[C:15]4[CH2:14][CH2:19][CH2:18][CH2:17][C:16]=4[S:13][C:11]=3[N:12]=2)=[CH:3][CH:2]=1, predict the reactants needed to synthesize it. The reactants are: [N:1]1[CH:6]=[CH:5][C:4]([C:7]2[N:8]=[C:9](OS(C3C(C(C)C)=CC(C(C)C)=CC=3C(C)C)(=O)=O)[C:10]3[C:15]4[CH2:16][CH2:17][CH2:18][CH2:19][C:14]=4[S:13][C:11]=3[N:12]=2)=[CH:3][CH:2]=1.C([N:46]1[CH2:50][CH2:49][C@@H:48]([NH2:51])[CH2:47]1)(OC(C)(C)C)=O.CCN(CC)CC.O.